Dataset: Reaction yield outcomes from USPTO patents with 853,638 reactions. Task: Predict the reaction yield, written as a fraction of the theoretical maximum amount of product (1.0 means a 100% yield; for example, 0.34 means a 34% yield). (1) The product is [O:14]=[C:12]([CH3:13])[CH2:11][CH:4]1[CH2:5][CH2:6][CH2:7][CH2:8][C:3]1=[O:9]. The yield is 0.230. The reactants are [H-].[Na+].[C:3]1(=[O:9])[CH2:8][CH2:7][CH2:6][CH2:5][CH2:4]1.Cl[CH2:11][C:12]([O:14]COC)=[CH2:13]. The catalyst is CN(C=O)C. (2) The catalyst is C(OCC)(=O)C.C1C=CC([P]([Pd]([P](C2C=CC=CC=2)(C2C=CC=CC=2)C2C=CC=CC=2)([P](C2C=CC=CC=2)(C2C=CC=CC=2)C2C=CC=CC=2)[P](C2C=CC=CC=2)(C2C=CC=CC=2)C2C=CC=CC=2)(C2C=CC=CC=2)C2C=CC=CC=2)=CC=1. The yield is 0.490. The product is [F:8][C:7]1[CH:6]=[CH:5][CH:4]=[C:3]([N+:9]([O-:11])=[O:10])[C:2]=1[C:14]1[CH:15]=[CH:16][CH:17]=[CH:18][C:13]=1[F:12]. The reactants are Br[C:2]1[C:7]([F:8])=[CH:6][CH:5]=[CH:4][C:3]=1[N+:9]([O-:11])=[O:10].[F:12][C:13]1[CH:18]=[CH:17][CH:16]=[CH:15][C:14]=1B(O)O.CN(C)C=O.C(=O)([O-])[O-].[K+].[K+]. (3) The reactants are [Cl:1][C:2]1[N:7]=[C:6]([NH:8][CH2:9][CH:10]2[CH2:15][CH2:14][O:13][CH2:12][CH2:11]2)[CH:5]=[N:4][CH:3]=1.[I:16]N1C(=O)CCC1=O. The product is [Cl:1][C:2]1[N:7]=[C:6]([NH:8][CH2:9][CH:10]2[CH2:15][CH2:14][O:13][CH2:12][CH2:11]2)[CH:5]=[N:4][C:3]=1[I:16]. The catalyst is CS(C)=O.O. The yield is 0.550. (4) The reactants are [Cl:1][C:2]1[CH:7]=[CH:6][C:5]([C:8]([CH3:20])([CH3:19])[C:9]([NH:11][NH:12][C:13](=[O:18])[CH2:14][C:15](=O)[CH3:16])=[O:10])=[CH:4][CH:3]=1.[NH2:21][CH2:22][C:23]([C:25]1[CH:30]=[CH:29]C=CC=1)=O.[O-]S(C(F)(F)F)(=O)=O.[Yb+3].[O-]S(C(F)(F)F)(=O)=O.[O-]S([C:52](F)(F)F)(=O)=O.[CH2:56](OCC)[CH3:57]. The catalyst is C(O)C. The product is [Cl:1][C:2]1[CH:7]=[CH:6][C:5]([C:8]([CH3:20])([CH3:19])[C:9]([NH:11][NH:12][C:13]([C:14]2[C:56]([CH3:57])=[N:21][C:22]3[C:16]([C:15]=2[CH3:52])=[CH:29][CH:30]=[CH:25][CH:23]=3)=[O:18])=[O:10])=[CH:4][CH:3]=1. The yield is 0.910. (5) The reactants are [F:1][C:2]1[CH:3]=[C:4]([NH:9][CH2:10][C@@H:11]([OH:24])[CH2:12][N:13]2[C:21](=[O:22])[C:20]3[C:15](=[CH:16][CH:17]=[CH:18][CH:19]=3)[C:14]2=[O:23])[CH:5]=[CH:6][C:7]=1[F:8].C1N=CN([C:30](N2C=NC=C2)=[O:31])C=1. The catalyst is C(OCC)(=O)C. The product is [F:1][C:2]1[CH:3]=[C:4]([N:9]2[CH2:10][C@H:11]([CH2:12][N:13]3[C:21](=[O:22])[C:20]4[C:15](=[CH:16][CH:17]=[CH:18][CH:19]=4)[C:14]3=[O:23])[O:24][C:30]2=[O:31])[CH:5]=[CH:6][C:7]=1[F:8]. The yield is 0.579. (6) The reactants are [Br:1]Br.[CH3:3][N:4]1[CH:13]=[CH:12][C:11]2[C:6](=[CH:7][CH:8]=[C:9]([C:14]3[CH:19]=[CH:18][CH:17]=[CH:16][N:15]=3)[CH:10]=2)[C:5]1=[O:20]. The catalyst is C(O)(=O)C. The product is [Br:1][C:12]1[C:11]2[C:6](=[CH:7][CH:8]=[C:9]([C:14]3[CH:19]=[CH:18][CH:17]=[CH:16][N:15]=3)[CH:10]=2)[C:5](=[O:20])[N:4]([CH3:3])[CH:13]=1. The yield is 0.477. (7) The reactants are Br[C:2]1[CH:7]=[CH:6][C:5]([N:8]2[CH2:13][CH2:12][O:11][CH2:10][CH2:9]2)=[CH:4][CH:3]=1.C1(C2C=CC=CC=2)C=CC([C:20](=[O:28])[CH2:21][C:22]2[CH:27]=[CH:26][CH:25]=[CH:24][CH:23]=2)=CC=1. No catalyst specified. The product is [O:11]1[CH2:12][CH2:13][N:8]([C:5]2[CH:6]=[CH:7][C:2]([C:20](=[O:28])[CH2:21][C:22]3[CH:27]=[CH:26][CH:25]=[CH:24][CH:23]=3)=[CH:3][CH:4]=2)[CH2:9][CH2:10]1. The yield is 0.360. (8) The reactants are [NH2:1][C:2]1[C:6]([C:7]([O:9]CC)=[O:8])=[CH:5][NH:4][N:3]=1.[F:12][CH:13]([F:29])[C:14](=O)[CH2:15][C:16]([C:18]1[CH:23]=[CH:22][C:21]([C:24]([F:27])([F:26])[F:25])=[CH:20][CH:19]=1)=O.CO.S(=O)(=O)(O)O. The catalyst is C(O)(=O)C.[OH-].[K+].O. The product is [F:29][CH:13]([F:12])[C:14]1[N:3]2[N:4]=[CH:5][C:6]([C:7]([OH:9])=[O:8])=[C:2]2[N:1]=[C:16]([C:18]2[CH:23]=[CH:22][C:21]([C:24]([F:25])([F:26])[F:27])=[CH:20][CH:19]=2)[CH:15]=1. The yield is 0.570.